Dataset: Full USPTO retrosynthesis dataset with 1.9M reactions from patents (1976-2016). Task: Predict the reactants needed to synthesize the given product. (1) Given the product [O:29]=[C:25]1[CH2:24][C:23]2[C:27](=[CH:28][C:20]([C:18]([C:17]3[CH:16]=[C:15]([NH:14][C:7]([C:6]4[C:2]([CH3:1])=[N:3][O:4][CH:5]=4)=[O:9])[CH:32]=[CH:31][CH:30]=3)=[O:19])=[CH:21][CH:22]=2)[NH:26]1, predict the reactants needed to synthesize it. The reactants are: [CH3:1][C:2]1[C:6]([C:7]([OH:9])=O)=[CH:5][O:4][N:3]=1.S(Cl)(Cl)=O.[NH2:14][C:15]1[CH:16]=[C:17]([CH:30]=[CH:31][CH:32]=1)[C:18]([C:20]1[CH:28]=[C:27]2[C:23]([CH2:24][C:25](=[O:29])[NH:26]2)=[CH:22][CH:21]=1)=[O:19]. (2) Given the product [N+:1]([C:4]1[CH:12]=[CH:11][C:10]([N:13]2[CH2:18][CH2:17][CH2:16][CH2:15][CH2:14]2)=[CH:9][C:5]=1[C:6]([NH:31][C:28]1[CH:29]=[N:30][C:25]([C:19]2[CH:24]=[CH:23][CH:22]=[CH:21][CH:20]=2)=[N:26][CH:27]=1)=[O:8])([O-:3])=[O:2], predict the reactants needed to synthesize it. The reactants are: [N+:1]([C:4]1[CH:12]=[CH:11][C:10]([N:13]2[CH2:18][CH2:17][CH2:16][CH2:15][CH2:14]2)=[CH:9][C:5]=1[C:6]([OH:8])=O)([O-:3])=[O:2].[C:19]1([C:25]2[N:30]=[CH:29][C:28]([NH2:31])=[CH:27][N:26]=2)[CH:24]=[CH:23][CH:22]=[CH:21][CH:20]=1.Cl.CN(C)CCCN=C=NCC.